Dataset: Reaction yield outcomes from USPTO patents with 853,638 reactions. Task: Predict the reaction yield, written as a fraction of the theoretical maximum amount of product (1.0 means a 100% yield; for example, 0.34 means a 34% yield). (1) The reactants are Br.[Cl:2][C:3]1[CH:4]=[C:5]([C:9]2[O:13][N:12]=[C:11]([CH:14]([S:16][C:17]3[N:18]([CH2:30][CH3:31])[C:19]([C:22]4[CH:27]=[CH:26][N:25]=[C:24]([O:28]C)[CH:23]=4)=[N:20][N:21]=3)[CH3:15])[N:10]=2)[CH:6]=[CH:7][CH:8]=1.C([O-])(O)=O.[Na+]. The catalyst is CC(O)=O. The product is [Cl:2][C:3]1[CH:4]=[C:5]([C:9]2[O:13][N:12]=[C:11]([CH:14]([S:16][C:17]3[N:18]([CH2:30][CH3:31])[C:19]([C:22]4[CH:27]=[CH:26][N:25]=[C:24]([OH:28])[CH:23]=4)=[N:20][N:21]=3)[CH3:15])[N:10]=2)[CH:6]=[CH:7][CH:8]=1. The yield is 0.990. (2) The reactants are Br[C:2]1[CH:3]=[CH:4][C:5]([O:10][CH2:11][CH:12]2[CH2:17][CH2:16][N:15]([CH2:18][C:19]([F:22])([CH3:21])[CH3:20])[CH2:14][CH2:13]2)=[C:6]([CH2:8][OH:9])[CH:7]=1.[CH2:23]([O:25][C:26]([C:28]1[CH:33]=[CH:32][C:31](B(O)O)=[CH:30][C:29]=1[F:37])=[O:27])[CH3:24].C([O-])([O-])=O.[Cs+].[Cs+]. The catalyst is C1C=CC(P(C2C=CC=CC=2)[C-]2C=CC=C2)=CC=1.C1C=CC(P(C2C=CC=CC=2)[C-]2C=CC=C2)=CC=1.Cl[Pd]Cl.[Fe+2].O. The product is [F:37][C:29]1[CH:30]=[C:31]([C:2]2[CH:3]=[CH:4][C:5]([O:10][CH2:11][CH:12]3[CH2:17][CH2:16][N:15]([CH2:18][C:19]([F:22])([CH3:21])[CH3:20])[CH2:14][CH2:13]3)=[C:6]([CH2:8][OH:9])[CH:7]=2)[CH:32]=[CH:33][C:28]=1[C:26]([O:25][CH2:23][CH3:24])=[O:27]. The yield is 0.590. (3) The reactants are [CH3:1][O:2][C:3]1[C:19]([O:20][CH3:21])=[CH:18][C:6]2=[N:7][C:8]3[NH:9][CH:10]=[C:11]([C:16]#[N:17])[C:12](=O)[C:13]=3[CH:14]=[C:5]2[CH:4]=1.P(Cl)(Cl)([Cl:24])=O. The catalyst is CCCCCC. The product is [Cl:24][C:12]1[C:13]2[CH:14]=[C:5]3[CH:4]=[C:3]([O:2][CH3:1])[C:19]([O:20][CH3:21])=[CH:18][C:6]3=[N:7][C:8]=2[N:9]=[CH:10][C:11]=1[C:16]#[N:17]. The yield is 0.490.